Predict the product of the given reaction. From a dataset of Forward reaction prediction with 1.9M reactions from USPTO patents (1976-2016). (1) The product is: [Cl:13][C:5]1[C:6]([C:8]2[S:9][CH:10]=[CH:11][N:12]=2)=[CH:7][C:2]([N:26]2[CH2:25][CH2:24][C:22]3[N:23]=[C:18]([NH:17][CH:14]4[CH2:15][CH2:16]4)[N:19]=[CH:20][C:21]=3[CH2:27]2)=[N:3][CH:4]=1. Given the reactants Cl[C:2]1[CH:7]=[C:6]([C:8]2[S:9][CH:10]=[CH:11][N:12]=2)[C:5]([Cl:13])=[CH:4][N:3]=1.[CH:14]1([NH:17][C:18]2[N:19]=[CH:20][C:21]3[CH2:27][NH:26][CH2:25][CH2:24][C:22]=3[N:23]=2)[CH2:16][CH2:15]1.CCOC(C)=O.O, predict the reaction product. (2) Given the reactants [CH3:1][C:2]1[CH:7]=[CH:6][C:5]([N+:8]([O-:10])=[O:9])=[CH:4][C:3]=1[NH:11][C:12]1[N:17]=[C:16]([C:18]2[CH:19]=[N:20][CH:21]=[CH:22][CH:23]=2)[C:15]([C:24]([O:26]CC)=[O:25])=[CH:14][N:13]=1.C(=O)([O-])[O-].[Na+:33].[Na+], predict the reaction product. The product is: [CH3:1][C:2]1[CH:7]=[CH:6][C:5]([N+:8]([O-:10])=[O:9])=[CH:4][C:3]=1[NH:11][C:12]1[N:17]=[C:16]([C:18]2[CH:19]=[N:20][CH:21]=[CH:22][CH:23]=2)[C:15]([C:24]([O-:26])=[O:25])=[CH:14][N:13]=1.[Na+:33]. (3) Given the reactants [F:1][C:2]1[CH:7]=[C:6]([O:8][CH3:9])[CH:5]=[C:4]([F:10])[C:3]=1[CH:11]([O:15][CH2:16][CH3:17])[C:12]([OH:14])=O.Cl.[NH2:19][CH2:20][C:21]1[CH:28]=[CH:27][C:24]([C:25]#[N:26])=[CH:23][C:22]=1[OH:29], predict the reaction product. The product is: [C:25]([C:24]1[CH:27]=[CH:28][C:21]([CH2:20][NH:19][C:12](=[O:14])[CH:11]([C:3]2[C:4]([F:10])=[CH:5][C:6]([O:8][CH3:9])=[CH:7][C:2]=2[F:1])[O:15][CH2:16][CH3:17])=[C:22]([OH:29])[CH:23]=1)#[N:26].